This data is from Reaction yield outcomes from USPTO patents with 853,638 reactions. The task is: Predict the reaction yield, written as a fraction of the theoretical maximum amount of product (1.0 means a 100% yield; for example, 0.34 means a 34% yield). The reactants are [CH3:1][C:2]1[N:3]=[CH:4][NH:5][C:6]=1[CH2:7][NH:8][CH:9]1[CH2:14][CH2:13][N:12]([C:15]([O:17][CH2:18][C:19]2[CH:24]=[CH:23][CH:22]=[CH:21][CH:20]=2)=[O:16])[CH2:11][CH2:10]1.C1CCN2C(=NCCC2)CC1.[C:36](=O)([O-])[O-:37].[K+].[K+]. The catalyst is ClCCl. The product is [CH3:1][C:2]1[N:3]=[CH:4][N:5]2[C:6]=1[CH2:7][N:8]([CH:9]1[CH2:10][CH2:11][N:12]([C:15]([O:17][CH2:18][C:19]3[CH:20]=[CH:21][CH:22]=[CH:23][CH:24]=3)=[O:16])[CH2:13][CH2:14]1)[C:36]2=[O:37]. The yield is 0.690.